This data is from Forward reaction prediction with 1.9M reactions from USPTO patents (1976-2016). The task is: Predict the product of the given reaction. Given the reactants [CH2:1]([N:8]1[CH2:14][CH2:13][C:12]2[C:15]([Cl:19])=[C:16](Cl)[S:17][C:11]=2[CH2:10][CH2:9]1)[C:2]1[CH:7]=[CH:6][CH:5]=[CH:4][CH:3]=1.C([Li])CCC.[CH3:25][C:26]([CH3:31])([CH3:30])[C:27](Cl)=[O:28], predict the reaction product. The product is: [CH2:1]([N:8]1[CH2:14][CH2:13][C:12]2[C:15]([Cl:19])=[C:16]([C:27](=[O:28])[C:26]([CH3:31])([CH3:30])[CH3:25])[S:17][C:11]=2[CH2:10][CH2:9]1)[C:2]1[CH:7]=[CH:6][CH:5]=[CH:4][CH:3]=1.